Dataset: TCR-epitope binding with 47,182 pairs between 192 epitopes and 23,139 TCRs. Task: Binary Classification. Given a T-cell receptor sequence (or CDR3 region) and an epitope sequence, predict whether binding occurs between them. (1) The TCR CDR3 sequence is CASSLKGDGEQYF. The epitope is FLRGRAYGL. Result: 0 (the TCR does not bind to the epitope). (2) The epitope is LLLGIGILV. The TCR CDR3 sequence is CASSLIALGNTEAFF. Result: 0 (the TCR does not bind to the epitope).